Dataset: NCI-60 drug combinations with 297,098 pairs across 59 cell lines. Task: Regression. Given two drug SMILES strings and cell line genomic features, predict the synergy score measuring deviation from expected non-interaction effect. (1) Drug 1: C1CCN(CC1)CCOC2=CC=C(C=C2)C(=O)C3=C(SC4=C3C=CC(=C4)O)C5=CC=C(C=C5)O. Drug 2: CC1CCC2CC(C(=CC=CC=CC(CC(C(=O)C(C(C(=CC(C(=O)CC(OC(=O)C3CCCCN3C(=O)C(=O)C1(O2)O)C(C)CC4CCC(C(C4)OC)OCCO)C)C)O)OC)C)C)C)OC. Cell line: MOLT-4. Synergy scores: CSS=7.09, Synergy_ZIP=-1.18, Synergy_Bliss=-3.56, Synergy_Loewe=-26.0, Synergy_HSA=-10.2. (2) Drug 1: COC1=C(C=C2C(=C1)N=CN=C2NC3=CC(=C(C=C3)F)Cl)OCCCN4CCOCC4. Drug 2: N.N.Cl[Pt+2]Cl. Cell line: HCT116. Synergy scores: CSS=6.44, Synergy_ZIP=-2.10, Synergy_Bliss=3.76, Synergy_Loewe=-4.65, Synergy_HSA=1.57.